Dataset: Catalyst prediction with 721,799 reactions and 888 catalyst types from USPTO. Task: Predict which catalyst facilitates the given reaction. Product: [I:1][C:2]1[CH:7]=[CH:6][C:5]([O:8][CH2:16][C:17]#[N:18])=[CH:4][CH:3]=1. Reactant: [I:1][C:2]1[CH:7]=[CH:6][C:5]([OH:8])=[CH:4][CH:3]=1.C([O-])([O-])=O.[K+].[K+].Br[CH2:16][C:17]#[N:18]. The catalyst class is: 47.